This data is from Full USPTO retrosynthesis dataset with 1.9M reactions from patents (1976-2016). The task is: Predict the reactants needed to synthesize the given product. Given the product [Cl:10][C:6]1[C:7]([C:8]#[N:9])=[C:2]([N:26]2[CH2:27][CH2:28][CH:23]([C:20]3[CH:19]=[CH:18][C:17]([F:16])=[CH:22][CH:21]=3)[CH2:24][CH2:25]2)[N:3]=[C:4]([NH:11][CH2:12][CH2:13][OH:14])[N:5]=1, predict the reactants needed to synthesize it. The reactants are: Cl[C:2]1[C:7]([C:8]#[N:9])=[C:6]([Cl:10])[N:5]=[C:4]([NH:11][CH2:12][CH2:13][OH:14])[N:3]=1.Cl.[F:16][C:17]1[CH:22]=[CH:21][C:20]([CH:23]2[CH2:28][CH2:27][NH:26][CH2:25][CH2:24]2)=[CH:19][CH:18]=1.C(N(C(C)C)C(C)C)C.